From a dataset of Forward reaction prediction with 1.9M reactions from USPTO patents (1976-2016). Predict the product of the given reaction. Given the reactants Br[C:2]1[N:3]([CH2:27][C:28]2[CH:33]=[CH:32][C:31]([O:34][CH3:35])=[CH:30][CH:29]=2)[C:4]2[C:9](=[O:10])[N:8]([C:11]3[CH:16]=[C:15]([CH3:17])[C:14](=[O:18])[N:13]([CH3:19])[CH:12]=3)[CH:7]([C:20]3[CH:25]=[CH:24][C:23]([Cl:26])=[CH:22][CH:21]=3)[C:5]=2[N:6]=1.[CH:36]1([B-](F)(F)F)[CH2:38][CH2:37]1.[K+].C12(P(C34CC5CC(CC(C5)C3)C4)CCCC)CC3CC(CC(C3)C1)C2.C([O-])([O-])=O.[Cs+].[Cs+], predict the reaction product. The product is: [Cl:26][C:23]1[CH:24]=[CH:25][C:20]([CH:7]2[C:5]3[N:6]=[C:2]([CH:36]4[CH2:38][CH2:37]4)[N:3]([CH2:27][C:28]4[CH:33]=[CH:32][C:31]([O:34][CH3:35])=[CH:30][CH:29]=4)[C:4]=3[C:9](=[O:10])[N:8]2[C:11]2[CH:16]=[C:15]([CH3:17])[C:14](=[O:18])[N:13]([CH3:19])[CH:12]=2)=[CH:21][CH:22]=1.